Dataset: Catalyst prediction with 721,799 reactions and 888 catalyst types from USPTO. Task: Predict which catalyst facilitates the given reaction. (1) Reactant: Cl[C:2]1[CH:7]=[CH:6][N+:5]([O-:8])=[C:4]([CH2:9][CH2:10][C:11]([O:13][C:14]([CH3:17])([CH3:16])[CH3:15])=[O:12])[CH:3]=1.[CH3:18][S-:19].[Na+]. Product: [O-:8][N+:5]1[CH:6]=[CH:7][C:2]([S:19][CH3:18])=[CH:3][C:4]=1[CH2:9][CH2:10][C:11]([O:13][C:14]([CH3:17])([CH3:16])[CH3:15])=[O:12]. The catalyst class is: 1. (2) Reactant: [CH3:1][C:2]1[C:11]2[C:6](=[CH:7][C:8]([C:12]#[N:13])=[CH:9][CH:10]=2)[O:5][C:4](=[O:14])[CH:3]=1.[Li+].C[Si]([N-][Si](C)(C)C)(C)C.[Cl:25][C:26]1[CH:31]=[CH:30][CH:29]=[CH:28][C:27]=1[N:32]=[C:33]=[O:34]. Product: [C:12]([C:8]1[CH:7]=[C:6]2[C:11]([C:2]([CH2:1][C:33]([NH:32][C:27]3[CH:28]=[CH:29][CH:30]=[CH:31][C:26]=3[Cl:25])=[O:34])=[CH:3][C:4](=[O:14])[O:5]2)=[CH:10][CH:9]=1)#[N:13]. The catalyst class is: 1. (3) Reactant: [N:1]1[N:2]([C:10]2[CH:15]=[C:14]([CH3:16])[CH:13]=[CH:12][C:11]=2O)[N:3]=[C:4]2[CH:9]=[CH:8][CH:7]=[CH:6][C:5]=12.[CH2:18]=[O:19].S(=O)(=O)(O)O.[ClH:25]. Product: [N:1]1[N:2]([C:10]2[CH:15]=[C:14]([CH3:16])[CH:13]=[C:12]([CH2:11][Cl:25])[C:18]=2[OH:19])[N:3]=[C:4]2[CH:9]=[CH:8][CH:7]=[CH:6][C:5]=12. The catalyst class is: 15. (4) Reactant: [C:1]([Si:5]([CH3:20])([CH3:19])[O:6][C:7]1[CH:15]=[C:14]2[C:10]([CH:11]=[C:12](B(O)O)[NH:13]2)=[CH:9][CH:8]=1)([CH3:4])([CH3:3])[CH3:2].[C:21]([O:25][C:26]([N:28]1[C:32]2[CH:33]=[C:34]([C:36]([CH3:44])([CH3:43])[O:37][SiH2:38][C:39]([CH3:42])([CH3:41])[CH3:40])[S:35][C:31]=2[C:30](I)=[N:29]1)=[O:27])([CH3:24])([CH3:23])[CH3:22].[C:46](=[O:49])([O-])[O-:47].[Cs+].[Cs+]. Product: [C:1]([O:47][C:46]([N:13]1[C:14]2[C:10](=[CH:9][CH:8]=[C:7]([O:6][Si:5]([C:1]([CH3:4])([CH3:3])[CH3:2])([CH3:20])[CH3:19])[CH:15]=2)[CH:11]=[C:12]1[C:30]1[C:31]2[S:35][C:34]([C:36]([CH3:44])([CH3:43])[O:37][SiH2:38][C:39]([CH3:42])([CH3:41])[CH3:40])=[CH:33][C:32]=2[N:28]([C:26]([O:25][C:21]([CH3:24])([CH3:23])[CH3:22])=[O:27])[N:29]=1)=[O:49])([CH3:4])([CH3:3])[CH3:2]. The catalyst class is: 75.